Dataset: Full USPTO retrosynthesis dataset with 1.9M reactions from patents (1976-2016). Task: Predict the reactants needed to synthesize the given product. Given the product [C:1]([O:5][C:6]([N:8]1[CH2:12][C@@H:11]([CH2:13][NH:25][CH2:24][C:23]([CH3:26])=[CH2:22])[C@H:10]([CH2:15][C:16]2[CH:21]=[CH:20][CH:19]=[CH:18][CH:17]=2)[CH2:9]1)=[O:7])([CH3:4])([CH3:3])[CH3:2], predict the reactants needed to synthesize it. The reactants are: [C:1]([O:5][C:6]([N:8]1[CH2:12][C@@H:11]([CH:13]=O)[C@H:10]([CH2:15][C:16]2[CH:21]=[CH:20][CH:19]=[CH:18][CH:17]=2)[CH2:9]1)=[O:7])([CH3:4])([CH3:3])[CH3:2].[CH3:22][C:23](=[CH2:26])[CH2:24][NH2:25].